Dataset: Reaction yield outcomes from USPTO patents with 853,638 reactions. Task: Predict the reaction yield, written as a fraction of the theoretical maximum amount of product (1.0 means a 100% yield; for example, 0.34 means a 34% yield). The reactants are [CH3:1][O:2][C:3](=[O:44])[CH2:4][C@H:5]([OH:43])[CH2:6][C:7](=[O:42])[CH:8]=[CH:9][C:10]1[N:11]([CH:39]([CH3:41])[CH3:40])[C:12]([C:28](=[O:38])[NH:29][CH2:30][C:31]2[CH:36]=[CH:35][C:34]([F:37])=[CH:33][CH:32]=2)=[C:13]([C:22]2[CH:27]=[CH:26][CH:25]=[CH:24][CH:23]=2)[C:14]=1[C:15]1[CH:20]=[CH:19][C:18]([F:21])=[CH:17][CH:16]=1.C(B(CC)OC)C.[BH4-].[Na+]. The catalyst is C1COCC1.CO.C(O)(=O)C. The product is [CH3:1][O:2][C:3](=[O:44])[CH2:4][C@H:5]([OH:43])[CH2:6][C@H:7]([OH:42])[CH:8]=[CH:9][C:10]1[N:11]([CH:39]([CH3:40])[CH3:41])[C:12]([C:28](=[O:38])[NH:29][CH2:30][C:31]2[CH:36]=[CH:35][C:34]([F:37])=[CH:33][CH:32]=2)=[C:13]([C:22]2[CH:27]=[CH:26][CH:25]=[CH:24][CH:23]=2)[C:14]=1[C:15]1[CH:16]=[CH:17][C:18]([F:21])=[CH:19][CH:20]=1. The yield is 0.800.